Predict which catalyst facilitates the given reaction. From a dataset of Catalyst prediction with 721,799 reactions and 888 catalyst types from USPTO. (1) The catalyst class is: 17. Product: [F:52][C:40]([F:39])([F:51])[C:41]1[CH:42]=[CH:43][C:44]([S:47]([NH:1][C:2]2[CH:3]=[CH:4][C:5]3[CH2:14][C@@H:13]4[C@H:8]([CH2:9][CH2:10][CH2:11][N:12]4[C:15](=[O:18])[CH2:16][CH3:17])[CH2:7][C:6]=3[CH:19]=2)(=[O:49])=[O:48])=[CH:45][CH:46]=1. Reactant: [NH2:1][C:2]1[CH:3]=[CH:4][C:5]2[CH2:14][C@@H:13]3[C@H:8]([CH2:9][CH2:10][CH2:11][N:12]3[C:15](=[O:18])[CH2:16][CH3:17])[CH2:7][C:6]=2[CH:19]=1.NC1C=CC2C[C@@H]3[C@@H](CC=2C=1)N(C(=O)CC)CCC3.[F:39][C:40]([F:52])([F:51])[C:41]1[CH:46]=[CH:45][C:44]([S:47](Cl)(=[O:49])=[O:48])=[CH:43][CH:42]=1. (2) Reactant: [Cl:1][C:2]1[CH:25]=[CH:24][C:5]([CH2:6][NH:7][C:8]([C:10]2[C:11](=[O:23])[C:12]3[S:19][C:18]([CH2:20]Cl)=[C:17]([CH3:22])[C:13]=3[N:14]([CH3:16])[CH:15]=2)=[O:9])=[CH:4][CH:3]=1.[CH3:26][O:27][CH2:28][CH2:29][O:30][CH2:31][CH2:32][O:33][C:34]1[CH:35]=[C:36]([CH:40]([OH:44])[CH2:41][NH:42][CH3:43])[CH:37]=[CH:38][CH:39]=1.C(N(C(C)C)CC)(C)C. Product: [Cl:1][C:2]1[CH:25]=[CH:24][C:5]([CH2:6][NH:7][C:8]([C:10]2[C:11](=[O:23])[C:12]3[S:19][C:18]([CH2:20][N:42]([CH2:41][CH:40]([OH:44])[C:36]4[CH:37]=[CH:38][CH:39]=[C:34]([O:33][CH2:32][CH2:31][O:30][CH2:29][CH2:28][O:27][CH3:26])[CH:35]=4)[CH3:43])=[C:17]([CH3:22])[C:13]=3[N:14]([CH3:16])[CH:15]=2)=[O:9])=[CH:4][CH:3]=1. The catalyst class is: 3. (3) Reactant: Cl[C:2]1[N:7]=[CH:6][N:5]=[C:4]([NH:8][C:9]2[CH:10]=[C:11]([CH2:15][S:16]([NH2:19])(=[O:18])=[O:17])[CH:12]=[CH:13][CH:14]=2)[N:3]=1.[CH3:20][O:21][C:22]1[CH:27]=[CH:26][CH:25]=[CH:24][C:23]=1B(O)O.[O-]P([O-])([O-])=O.[K+].[K+].[K+]. Product: [CH3:20][O:21][C:22]1[CH:27]=[CH:26][CH:25]=[CH:24][C:23]=1[C:2]1[N:7]=[CH:6][N:5]=[C:4]([NH:8][C:9]2[CH:10]=[C:11]([CH2:15][S:16]([NH2:19])(=[O:18])=[O:17])[CH:12]=[CH:13][CH:14]=2)[N:3]=1. The catalyst class is: 117. (4) Product: [F:4][C:5]1[CH:22]=[CH:21][C:8]([O:9][NH2:10])=[CH:7][CH:6]=1. The catalyst class is: 147. Reactant: O.NN.[F:4][C:5]1[CH:22]=[CH:21][C:8]([O:9][N:10]2C(=O)C3C(=CC=CC=3)C2=O)=[CH:7][CH:6]=1. (5) Reactant: [CH2:1]([CH:18]([CH:38]([OH:57])[CH2:39][CH2:40][CH2:41][CH2:42][CH2:43][CH2:44][CH2:45][CH2:46]/[CH:47]=[CH:48]\[CH2:49]/[CH:50]=[CH:51]\[CH2:52][CH2:53][CH2:54][CH2:55][CH3:56])[CH:19]([OH:37])[CH2:20][CH2:21][CH2:22][CH2:23][CH2:24][CH2:25][CH2:26]/[CH:27]=[CH:28]\[CH2:29]/[CH:30]=[CH:31]\[CH2:32][CH2:33][CH2:34][CH2:35][CH3:36])[CH2:2][CH2:3][CH2:4][CH2:5][CH2:6][CH2:7]/[CH:8]=[CH:9]\[CH2:10]/[CH:11]=[CH:12]\[CH2:13][CH2:14][CH2:15][CH2:16][CH3:17].C(O[CH:61](OCC)[CH2:62][CH2:63]Cl)C.CC1C=CC(S([O-])(=O)=O)=CC=1.C1C=[CH:83][NH+:82]=[CH:81]C=1.C([O-])(O)=O.[Na+]. Product: [CH2:20]([CH:19]1[CH:18]([CH2:1][CH2:2][CH2:3][CH2:4][CH2:5][CH2:6][CH2:7]/[CH:8]=[CH:9]\[CH2:10]/[CH:11]=[CH:12]\[CH2:13][CH2:14][CH2:15][CH2:16][CH3:17])[CH:38]([CH2:39][CH2:40][CH2:41][CH2:42][CH2:43][CH2:44][CH2:45][CH2:46]/[CH:47]=[CH:48]\[CH2:49]/[CH:50]=[CH:51]\[CH2:52][CH2:53][CH2:54][CH2:55][CH3:56])[O:57][CH:61]([CH2:62][CH2:63][N:82]([CH3:83])[CH3:81])[O:37]1)[CH2:21][CH2:22][CH2:23][CH2:24][CH2:25][CH2:26]/[CH:27]=[CH:28]\[CH2:29]/[CH:30]=[CH:31]\[CH2:32][CH2:33][CH2:34][CH2:35][CH3:36]. The catalyst class is: 11. (6) Reactant: [C:1]([O:5][C:6]([N:8]1[CH2:13][CH2:12][N:11]([CH2:14][CH2:15][C:16]2[CH:25]=[CH:24][C:19]3[C:20](=[O:23])[O:21][CH2:22][C:18]=3[C:17]=2I)[CH2:10][CH2:9]1)=[O:7])([CH3:4])([CH3:3])[CH3:2].C1(P([CH:40]2[CH2:45][CH2:44]CCC2)C2CCCCC2)CCCCC1.C1(B(O)O)CC1.P([O-])([O-])([O-])=O.[K+].[K+].[K+]. Product: [C:1]([O:5][C:6]([N:8]1[CH2:13][CH2:12][N:11]([CH2:14][CH2:15][C:16]2[CH:25]=[CH:24][C:19]3[C:20](=[O:23])[O:21][CH2:22][C:18]=3[C:17]=2[CH:44]2[CH2:45][CH2:40]2)[CH2:10][CH2:9]1)=[O:7])([CH3:4])([CH3:3])[CH3:2]. The catalyst class is: 706.